Dataset: Catalyst prediction with 721,799 reactions and 888 catalyst types from USPTO. Task: Predict which catalyst facilitates the given reaction. (1) Reactant: [C:1]([C:9]1[C:10](=[O:20])[N:11]([CH3:19])[C:12](=[O:18])[N:13]([CH3:17])[C:14]=1[CH2:15]Br)(=O)[C:2]1[CH:7]=[CH:6][CH:5]=[CH:4][CH:3]=1.Cl.[NH2:22][CH2:23][CH2:24][CH2:25][CH2:26][C:27]([O:29][CH2:30][CH3:31])=[O:28].C(N(CC)CC)C. Product: [CH3:17][N:13]1[C:14]2=[CH:15][N:22]([CH2:23][CH2:24][CH2:25][CH2:26][C:27]([O:29][CH2:30][CH3:31])=[O:28])[C:1]([C:2]3[CH:7]=[CH:6][CH:5]=[CH:4][CH:3]=3)=[C:9]2[C:10](=[O:20])[N:11]([CH3:19])[C:12]1=[O:18]. The catalyst class is: 8. (2) Reactant: C(OC([N:8]1[CH2:13][CH2:12][CH:11]([NH:14][C:15]2[N:24]=[C:23]([C:25]3[CH:30]=[CH:29][CH:28]=[CH:27][CH:26]=3)[C:22]3[C:17](=[N:18][CH:19]=[CH:20][N:21]=3)[N:16]=2)[CH2:10][CH2:9]1)=O)(C)(C)C.[ClH:31]. Product: [ClH:31].[ClH:31].[C:25]1([C:23]2[C:22]3[C:17](=[N:18][CH:19]=[CH:20][N:21]=3)[N:16]=[C:15]([NH:14][CH:11]3[CH2:12][CH2:13][NH:8][CH2:9][CH2:10]3)[N:24]=2)[CH:26]=[CH:27][CH:28]=[CH:29][CH:30]=1. The catalyst class is: 12. (3) Reactant: FC(F)(F)S(O[C:7]1[C:8]2[C:13]([N:14]=[C:15]3[C:20]=1[CH2:19][CH2:18][CH2:17][CH2:16]3)=[CH:12][CH:11]=[C:10]([Cl:21])[CH:9]=2)(=O)=O.C([O-])([O-])=O.[Cs+].[Cs+].[NH2:30][CH2:31][CH2:32][C:33]#[CH:34]. Product: [CH2:31]([NH:30][C:7]1[C:8]2[C:13]([N:14]=[C:15]3[C:20]=1[CH2:19][CH2:18][CH2:17][CH2:16]3)=[CH:12][CH:11]=[C:10]([Cl:21])[CH:9]=2)[CH2:32][C:33]#[CH:34]. The catalyst class is: 102. (4) Reactant: Cl[C:2]1([O:10][CH3:11])[C:7]([O:8][CH3:9])=[CH:6][N:5]=[CH:4][NH:3]1.[F:12][C:13]1[CH:18]=[CH:17][C:16](B(O)O)=[CH:15][CH:14]=1.C([O-])([O-])=O.[Na+].[Na+]. Product: [F:12][C:13]1[CH:18]=[CH:17][C:16]([C:6]2[C:7]([O:8][CH3:9])=[C:2]([O:10][CH3:11])[N:3]=[CH:4][N:5]=2)=[CH:15][CH:14]=1. The catalyst class is: 70. (5) Reactant: [Cl:1][CH2:2][C:3]([CH3:8])([CH3:7])[C:4]([OH:6])=[O:5].[C:9](O)([CH3:12])([CH3:11])[CH3:10].C1CCN2C(=NCCC2)CC1.C([O-])(O)=O.[Na+]. Product: [C:9]([O:5][C:4](=[O:6])[C:3]([CH3:8])([CH3:7])[CH2:2][Cl:1])([CH3:12])([CH3:11])[CH3:10]. The catalyst class is: 3. (6) Reactant: Br[CH2:2][C:3]([C:5]1[S:6][C:7]([Br:10])=[CH:8][CH:9]=1)=O.[NH2:11][C:12]([NH2:14])=[S:13]. Product: [Br:10][C:7]1[S:6][C:5]([C:3]2[N:11]=[C:12]([NH2:14])[S:13][CH:2]=2)=[CH:9][CH:8]=1. The catalyst class is: 14. (7) Reactant: C1(=O)OC(C)C[O:2]1.[N:8]1([CH2:13][C:14]([OH:16])=O)[CH:12]=[CH:11][N:10]=[CH:9]1.[P:17]([OH:20])([OH:19])[OH:18].P(Cl)(Cl)Cl. Product: [CH:11]1[N:10]=[CH:9][N:8]([CH2:13][C:14]([P:17]([OH:20])([OH:19])=[O:18])([P:17]([OH:20])([OH:19])=[O:18])[OH:16])[CH:12]=1.[OH2:2]. The catalyst class is: 6. (8) Reactant: [S:1]1[C:5]2[CH:6]=[CH:7][C:8]([C:10](O)=[O:11])=[CH:9][C:4]=2[N:3]=[N:2]1.C(N(CC)CC)C.C(OC(Cl)=O)C(C)C.[BH4-].[Na+]. Product: [S:1]1[C:5]2[CH:6]=[CH:7][C:8]([CH2:10][OH:11])=[CH:9][C:4]=2[N:3]=[N:2]1. The catalyst class is: 7.